From a dataset of Forward reaction prediction with 1.9M reactions from USPTO patents (1976-2016). Predict the product of the given reaction. (1) Given the reactants [Si:1]([O:8][C@H:9]([C@H:11]([N:15]1[CH:23]=[N:22][C:21]2[C:16]1=[N:17][CH:18]=[N:19][C:20]=2Cl)[CH2:12][CH2:13][CH3:14])[CH3:10])([C:4]([CH3:7])([CH3:6])[CH3:5])([CH3:3])[CH3:2].CO.ClCCl.[NH3:30], predict the reaction product. The product is: [Si:1]([O:8][C@H:9]([C@H:11]([N:15]1[CH:23]=[N:22][C:21]2[C:16]1=[N:17][CH:18]=[N:19][C:20]=2[NH2:30])[CH2:12][CH2:13][CH3:14])[CH3:10])([C:4]([CH3:7])([CH3:6])[CH3:5])([CH3:3])[CH3:2]. (2) The product is: [CH2:1]1[C@@H:6]([C:7]#[N:8])[N:5]([C:9]([C@@H:11]([NH2:23])[C:12]23[CH2:21][C:19]4([OH:22])[CH2:20][CH:14]([CH2:15][CH:16]([CH2:18]4)[CH2:17]2)[CH2:13]3)=[O:10])[C@@H:4]2[C@H:2]1[CH2:3]2.[S:24](=[O:26])(=[O:25])([OH:28])[O-:27]. Given the reactants [CH2:1]1[C@@H:6]([C:7]#[N:8])[N:5]([C:9]([C@@H:11]([NH2:23])[C:12]23[CH2:21][C:19]4([OH:22])[CH2:20][CH:14]([CH2:15][CH:16]([CH2:18]4)[CH2:17]2)[CH2:13]3)=[O:10])[C@@H:4]2[C@H:2]1[CH2:3]2.[S:24](=[O:28])(=[O:27])([OH:26])[OH:25].CO, predict the reaction product. (3) Given the reactants [NH:1]1[C:5]2[CH:6]=[CH:7][C:8]([N:10]([CH:19]([C:32]3[CH:37]=[CH:36][CH:35]=[CH:34][CH:33]=3)[C:20](=[O:31])NCC(OC(OC)=O)(C)C)[C:11]([CH2:13][C:14]([O:16][CH2:17][CH3:18])=[O:15])=[O:12])=[CH:9][C:4]=2[N:3]=[CH:2]1.CC(C)([O-])C.[K+], predict the reaction product. The product is: [NH:1]1[C:5]2[CH:6]=[CH:7][C:8]([N:10]3[CH:19]([C:32]4[CH:37]=[CH:36][CH:35]=[CH:34][CH:33]=4)[C:20](=[O:31])[CH:13]([C:14]([O:16][CH2:17][CH3:18])=[O:15])[C:11]3=[O:12])=[CH:9][C:4]=2[N:3]=[CH:2]1. (4) Given the reactants [Br:1][C:2]1[CH:7]=[C:6]([F:8])[CH:5]=[CH:4][C:3]=1[CH2:9][CH2:10][NH2:11].CCN(CC)CC.[C:19](Cl)([CH3:21])=[O:20], predict the reaction product. The product is: [Br:1][C:2]1[CH:7]=[C:6]([F:8])[CH:5]=[CH:4][C:3]=1[CH2:9][CH2:10][NH:11][C:19](=[O:20])[CH3:21]. (5) Given the reactants [Br:1][C:2]1[N:7]=[C:6]([C:8]([CH3:13])([CH3:12])[C:9]([OH:11])=O)[CH:5]=[CH:4][CH:3]=1.[CH3:14][N:15]1[CH:19]=[C:18]([NH2:20])[CH:17]=[N:16]1.CN(C1C=CC=CN=1)C.Cl.CN(C)CCCN=C=NCC, predict the reaction product. The product is: [Br:1][C:2]1[N:7]=[C:6]([C:8]([CH3:13])([CH3:12])[C:9]([NH:20][C:18]2[CH:17]=[N:16][N:15]([CH3:14])[CH:19]=2)=[O:11])[CH:5]=[CH:4][CH:3]=1.